This data is from Forward reaction prediction with 1.9M reactions from USPTO patents (1976-2016). The task is: Predict the product of the given reaction. (1) Given the reactants [F:1][C:2]1[CH:3]=[C:4]([CH:7]=[CH:8][C:9]=1[OH:10])[CH:5]=[O:6].Br[CH2:12][CH2:13][OH:14].C(=O)([O-])[O-].[K+].[K+], predict the reaction product. The product is: [F:1][C:2]1[CH:3]=[C:4]([CH:7]=[CH:8][C:9]=1[O:10][CH2:12][CH2:13][OH:14])[CH:5]=[O:6]. (2) Given the reactants N[C:2]1[C:9]([Br:10])=[CH:8][C:7]([CH2:11][CH2:12][CH3:13])=[CH:6][C:3]=1[C:4]#[N:5].C(I)[I:15].N(OC(C)(C)C)=O.C(Cl)Cl, predict the reaction product. The product is: [Br:10][C:9]1[C:2]([I:15])=[C:3]([CH:6]=[C:7]([CH2:11][CH2:12][CH3:13])[CH:8]=1)[C:4]#[N:5]. (3) Given the reactants Cl[C:2]1[C:7]([CH3:8])=[C:6]([C:9]2[CH:14]=[CH:13][C:12]([Cl:15])=[CH:11][CH:10]=2)[N:5]=[CH:4][N:3]=1.[CH3:16][C:17]1[CH:29]=[C:28]([CH2:30][N:31](C2C(C)=C(C3C=CC(C(F)(F)F)=CC=3)N=CN=2)[CH2:32][CH2:33][CH3:34])[CH:27]=[CH:26][C:18]=1[O:19][CH2:20][C:21]([O:23][CH2:24][CH3:25])=[O:22], predict the reaction product. The product is: [Cl:15][C:12]1[CH:13]=[CH:14][C:9]([C:6]2[N:5]=[CH:4][N:3]=[C:2]([N:31]([CH2:30][C:28]3[CH:27]=[CH:26][C:18]([O:19][CH2:20][C:21]([O:23][CH2:24][CH3:25])=[O:22])=[C:17]([CH3:16])[CH:29]=3)[CH2:32][CH2:33][CH3:34])[C:7]=2[CH3:8])=[CH:10][CH:11]=1. (4) Given the reactants C[O:2][C:3](=O)[C:4]1[CH:9]=[CH:8][C:7]([O:10][CH2:11][C:12]2[CH:17]=[CH:16][CH:15]=[CH:14][N:13]=2)=[CH:6][C:5]=1[CH3:18].[H-].C([Al+]CC(C)C)C(C)C.[C@H](O)(C([O-])=O)[C@@H](O)C([O-])=O.[Na+].[K+].C(OCC)C, predict the reaction product. The product is: [CH3:18][C:5]1[CH:6]=[C:7]([O:10][CH2:11][C:12]2[CH:17]=[CH:16][CH:15]=[CH:14][N:13]=2)[CH:8]=[CH:9][C:4]=1[CH2:3][OH:2]. (5) The product is: [CH2:20]([O:2][C:1](=[O:4])[NH:6][C:7]1[CH:12]=[CH:11][C:10]([CH2:13][OH:14])=[CH:9][CH:8]=1)[C:21]1[CH:26]=[CH:25][CH:24]=[CH:23][CH:22]=1. Given the reactants [C:1](=[O:4])(O)[O-:2].[Na+].[NH2:6][C:7]1[CH:12]=[CH:11][C:10]([CH2:13][OH:14])=[CH:9][CH:8]=1.C1COCC1.[CH2:20](C(Cl)=O)[C:21]1[CH:26]=[CH:25][CH:24]=[CH:23][CH:22]=1, predict the reaction product.